This data is from Forward reaction prediction with 1.9M reactions from USPTO patents (1976-2016). The task is: Predict the product of the given reaction. (1) Given the reactants [CH:1](=O)[C:2]1[C:3](=[CH:5][CH:6]=[CH:7][CH:8]=1)[OH:4].[C:10]([C:14]1[CH:23]=[CH:22][C:17]([C:18]([NH:20][NH2:21])=[O:19])=[CH:16][CH:15]=1)([CH3:13])([CH3:12])[CH3:11], predict the reaction product. The product is: [C:10]([C:14]1[CH:23]=[CH:22][C:17]([C:18]([NH:20][N:21]=[CH:1][C:2]2[CH:8]=[CH:7][CH:6]=[CH:5][C:3]=2[OH:4])=[O:19])=[CH:16][CH:15]=1)([CH3:13])([CH3:11])[CH3:12]. (2) Given the reactants [CH3:1][C:2]1([CH3:19])[C:6]([CH3:8])([CH3:7])[O:5][B:4]([C:9]2[CH:18]=[CH:17][C:12]3[O:13][CH2:14][CH2:15][NH:16][C:11]=3[CH:10]=2)[O:3]1.N1C=CC=CC=1.[S:26](Cl)([CH3:29])(=[O:28])=[O:27], predict the reaction product. The product is: [CH3:29][S:26]([N:16]1[CH2:15][CH2:14][O:13][C:12]2[CH:17]=[CH:18][C:9]([B:4]3[O:3][C:2]([CH3:19])([CH3:1])[C:6]([CH3:7])([CH3:8])[O:5]3)=[CH:10][C:11]1=2)(=[O:28])=[O:27]. (3) Given the reactants [K].[C:2]1([S:8]([NH:11][C:12](=[O:24])[C:13]2[CH:18]=[CH:17][C:16]([NH:19][C:20](=[O:22])[CH3:21])=[C:15]([NH2:23])[CH:14]=2)(=[O:10])=[O:9])[CH:7]=[CH:6][CH:5]=[CH:4][CH:3]=1.[CH2:25]([O:32][C:33]1[CH:40]=[CH:39][C:36]([CH2:37]Br)=[CH:35][CH:34]=1)[C:26]1[CH:31]=[CH:30][CH:29]=[CH:28][CH:27]=1.C(=O)(O)[O-].[K+], predict the reaction product. The product is: [C:2]1([S:8]([NH:11][C:12](=[O:24])[C:13]2[CH:18]=[CH:17][C:16]([NH:19][C:20](=[O:22])[CH3:21])=[C:15]([NH:23][CH2:37][C:36]3[CH:39]=[CH:40][C:33]([O:32][CH2:25][C:26]4[CH:31]=[CH:30][CH:29]=[CH:28][CH:27]=4)=[CH:34][CH:35]=3)[CH:14]=2)(=[O:9])=[O:10])[CH:3]=[CH:4][CH:5]=[CH:6][CH:7]=1. (4) Given the reactants C1COCC1.C([O:8][C:9](=O)[C:10]([C:13]1[CH:14]=[N:15][C:16]([NH:22][C:23]([C:25]2[NH:26][C:27]3[C:32]([CH:33]=2)=[CH:31][C:30]([Cl:34])=[CH:29][CH:28]=3)=[O:24])=[C:17]([O:19][CH2:20][CH3:21])[CH:18]=1)([OH:12])[CH3:11])C.[BH4-].[Li+], predict the reaction product. The product is: [OH:12][C:10]([C:13]1[CH:18]=[C:17]([O:19][CH2:20][CH3:21])[C:16]([NH:22][C:23]([C:25]2[NH:26][C:27]3[C:32]([CH:33]=2)=[CH:31][C:30]([Cl:34])=[CH:29][CH:28]=3)=[O:24])=[N:15][CH:14]=1)([CH3:11])[CH2:9][OH:8]. (5) The product is: [CH3:58][N:59]([CH3:68])[C:60]1[CH:67]=[CH:66][C:63]([CH2:64][NH:65][C:12]([C:5]2[N:6]([CH3:11])[C:7]3[C:3]([CH:4]=2)=[C:2]([OH:1])[CH:10]=[CH:9][CH:8]=3)=[O:14])=[CH:62][CH:61]=1. Given the reactants [OH:1][C:2]1[CH:10]=[CH:9][CH:8]=[C:7]2[C:3]=1[CH:4]=[C:5]([C:12]([OH:14])=O)[N:6]2[CH3:11].CN(C(ON1N=NC2C=CC=CC1=2)=[N+](C)C)C.[B-](F)(F)(F)F.C1C=CC2N(O)N=NC=2C=1.CCN(C(C)C)C(C)C.Cl.Cl.[CH3:58][N:59]([CH3:68])[C:60]1[CH:67]=[CH:66][C:63]([CH2:64][NH2:65])=[CH:62][CH:61]=1, predict the reaction product. (6) Given the reactants C([O:4][CH2:5][CH2:6][CH2:7][N:8]1[CH:17]=[C:16]([CH:18]=[O:19])[C:15]2[C:10](=[CH:11][CH:12]=[C:13]([C:20]3[CH:25]=[C:24]([C:26](=[O:31])[NH:27][CH:28]4[CH2:30][CH2:29]4)[CH:23]=[C:22]([F:32])[C:21]=3[CH3:33])[CH:14]=2)[C:9]1=[O:34])(=O)C.CO.C(=O)([O-])[O-].[K+].[K+], predict the reaction product. The product is: [CH:28]1([NH:27][C:26](=[O:31])[C:24]2[CH:25]=[C:20]([C:13]3[CH:14]=[C:15]4[C:10](=[CH:11][CH:12]=3)[C:9](=[O:34])[N:8]([CH2:7][CH2:6][CH2:5][OH:4])[CH:17]=[C:16]4[CH:18]=[O:19])[C:21]([CH3:33])=[C:22]([F:32])[CH:23]=2)[CH2:30][CH2:29]1. (7) Given the reactants [CH3:1][O:2][CH:3]1[CH2:8][N:7]([CH2:9][CH2:10][N:11]2[C:16](=[O:17])[CH:15]=[N:14][C:13]3[CH:18]=[CH:19][C:20]([O:22][CH3:23])=[N:21][C:12]2=3)[CH2:6][CH:5]([CH2:24][N:25]2C(=O)C3C(=CC=CC=3)C2=O)[CH2:4]1.NN, predict the reaction product. The product is: [NH2:25][CH2:24][C@H:5]1[CH2:4][C@@H:3]([O:2][CH3:1])[CH2:8][N:7]([CH2:9][CH2:10][N:11]2[C:16](=[O:17])[CH:15]=[N:14][C:13]3[CH:18]=[CH:19][C:20]([O:22][CH3:23])=[N:21][C:12]2=3)[CH2:6]1. (8) The product is: [CH3:22][C:21]1[CH:20]=[CH:19][S:18][C:17]=1[C:9]1[C:10](=[O:12])[NH:11][C:6](=[O:5])[NH:7][CH:8]=1. Given the reactants C([O:5][C:6]1[N:11]=[C:10]([O:12]C(C)(C)C)[C:9]([C:17]2[S:18][CH:19]=[CH:20][C:21]=2[CH3:22])=[CH:8][N:7]=1)(C)(C)C, predict the reaction product.